This data is from Peptide-MHC class I binding affinity with 185,985 pairs from IEDB/IMGT. The task is: Regression. Given a peptide amino acid sequence and an MHC pseudo amino acid sequence, predict their binding affinity value. This is MHC class I binding data. (1) The peptide sequence is YQNEVTPEY. The MHC is HLA-B15:01 with pseudo-sequence HLA-B15:01. The binding affinity (normalized) is 0.502. (2) The peptide sequence is EEGNLLDSYF. The MHC is HLA-B18:01 with pseudo-sequence HLA-B18:01. The binding affinity (normalized) is 0.143. (3) The peptide sequence is VHLLQGGKK. The MHC is HLA-B40:01 with pseudo-sequence HLA-B40:01. The binding affinity (normalized) is 0.0847. (4) The peptide sequence is CIVAAVIIM. The MHC is HLA-A68:02 with pseudo-sequence HLA-A68:02. The binding affinity (normalized) is 0.224. (5) The peptide sequence is EVVDMLSTY. The MHC is HLA-B27:05 with pseudo-sequence HLA-B27:05. The binding affinity (normalized) is 0.0847. (6) The peptide sequence is GMFTNRFGSQ. The MHC is HLA-A01:01 with pseudo-sequence HLA-A01:01. The binding affinity (normalized) is 0. (7) The peptide sequence is LLRPAGHAV. The MHC is HLA-A02:01 with pseudo-sequence HLA-A02:01. The binding affinity (normalized) is 0. (8) The peptide sequence is RSLFNTIAVLY. The MHC is HLA-A02:03 with pseudo-sequence HLA-A02:03. The binding affinity (normalized) is 0.457.